Predict which catalyst facilitates the given reaction. From a dataset of Catalyst prediction with 721,799 reactions and 888 catalyst types from USPTO. (1) Reactant: [C:1]1([C:7]2[CH:8]=[CH:9][CH:10]=[C:11]3[C:16]=2[CH:15]=[C:14]([OH:17])[CH:13]=[CH:12]3)[CH:6]=[CH:5][CH:4]=[CH:3][CH:2]=1.CC(C)([O-])C.[Na+].C1C=CC(N([S:31]([C:34]([F:37])([F:36])[F:35])(=[O:33])=[O:32])[S:31]([C:34]([F:37])([F:36])[F:35])(=[O:33])=[O:32])=CC=1.O. The catalyst class is: 54. Product: [C:1]1([C:7]2[CH:8]=[CH:9][CH:10]=[C:11]3[C:16]=2[CH:15]=[C:14]([O:17][S:31]([C:34]([F:37])([F:36])[F:35])(=[O:33])=[O:32])[CH:13]=[CH:12]3)[CH:2]=[CH:3][CH:4]=[CH:5][CH:6]=1. (2) Reactant: [F:1][C:2]([F:12])([F:11])[C:3]1[CH:8]=[CH:7][CH:6]=[CH:5][C:4]=1[NH:9][NH2:10].[F:13][C:14]([F:21])([F:20])[C:15](=O)[CH2:16][C:17]#[N:18]. Product: [F:13][C:14]([F:21])([F:20])[C:15]1[CH:16]=[C:17]([NH2:18])[N:9]([C:4]2[CH:5]=[CH:6][CH:7]=[CH:8][C:3]=2[C:2]([F:11])([F:12])[F:1])[N:10]=1. The catalyst class is: 11. (3) Reactant: C([O:3][C:4]([C:6]12[CH2:11][CH:10]1[CH2:9][N:8]([CH2:12][C:13]1[CH:18]=[CH:17][CH:16]=[CH:15][CH:14]=1)[CH2:7]2)=O)C.[H-].[Al+3].[Li+].[H-].[H-].[H-]. Product: [CH2:12]([N:8]1[CH2:9][CH:10]2[C:6]([CH2:4][OH:3])([CH2:11]2)[CH2:7]1)[C:13]1[CH:14]=[CH:15][CH:16]=[CH:17][CH:18]=1. The catalyst class is: 7. (4) Reactant: [NH2:1][C:2]1[CH:9]=[CH:8][CH:7]=[C:6]([O:10][CH2:11][C:12]([NH2:15])([CH3:14])[CH3:13])[C:3]=1[C:4]#[N:5].[C:16]([O-:19])(O)=[O:17].[Na+].C(=O)([O-])ON1C(=O)CC([CH2:29][C:30]2[CH:35]=[CH:34][CH:33]=[CH:32][CH:31]=2)C1=O. Product: [NH2:1][C:2]1[C:3]([C:4]#[N:5])=[C:6]([CH:7]=[CH:8][CH:9]=1)[O:10][CH2:11][C:12]([NH:15][C:16](=[O:17])[O:19][CH2:29][C:30]1[CH:35]=[CH:34][CH:33]=[CH:32][CH:31]=1)([CH3:13])[CH3:14]. The catalyst class is: 20. (5) Product: [NH2:1][C:2]1[CH:9]=[CH:8][CH:7]=[C:6]([Cl:10])[C:3]=1[CH:4]([OH:5])[CH2:15][C:14]1[CH:18]=[CH:19][C:20]([F:21])=[C:12]([F:11])[CH:13]=1. Reactant: [NH2:1][C:2]1[CH:9]=[CH:8][CH:7]=[C:6]([Cl:10])[C:3]=1[CH:4]=[O:5].[F:11][C:12]1[CH:13]=[C:14]([CH:18]=[CH:19][C:20]=1[F:21])[CH2:15][Mg]Br. The catalyst class is: 13. (6) Reactant: [Cl:1][C:2]1[C:6]([C:7](O)=[O:8])=[C:5]([C:10]2[CH:15]=[CH:14][CH:13]=[CH:12][C:11]=2[CH3:16])[S:4][N:3]=1. Product: [Cl:1][C:2]1[C:6]([CH2:7][OH:8])=[C:5]([C:10]2[CH:15]=[CH:14][CH:13]=[CH:12][C:11]=2[CH3:16])[S:4][N:3]=1. The catalyst class is: 7. (7) Reactant: [NH2:1][C:2]1[CH:10]=[CH:9][C:8]([C:11]#[N:12])=[CH:7][C:3]=1[C:4]([OH:6])=[O:5].C(=O)([O-])[O-].[Cs+].[Cs+].CN(C=O)C.[CH2:24](Br)[C:25]1[CH:30]=[CH:29][CH:28]=[CH:27][CH:26]=1. Product: [NH2:1][C:2]1[CH:10]=[CH:9][C:8]([C:11]#[N:12])=[CH:7][C:3]=1[C:4]([O:6][CH2:24][C:25]1[CH:30]=[CH:29][CH:28]=[CH:27][CH:26]=1)=[O:5]. The catalyst class is: 282.